From a dataset of Forward reaction prediction with 1.9M reactions from USPTO patents (1976-2016). Predict the product of the given reaction. (1) Given the reactants C(OC(=O)/[N:10]=[C:11](/[NH2:35])\[C:12]1[CH:17]=[CH:16][C:15]([CH2:18][NH:19][C:20](=[O:34])[C@H:21]([O:31][CH2:32][CH3:33])[C:22]2[CH:27]=[CH:26][C:25]([O:28][CH3:29])=[CH:24][C:23]=2[F:30])=[CH:14][CH:13]=1)C1C=CC=CC=1.[CH3:37][C:38]([OH:40])=[O:39], predict the reaction product. The product is: [C:38]([OH:40])(=[O:39])[CH3:37].[C:11]([C:12]1[CH:13]=[CH:14][C:15]([CH2:18][NH:19][C:20](=[O:34])[C@H:21]([O:31][CH2:32][CH3:33])[C:22]2[CH:27]=[CH:26][C:25]([O:28][CH3:29])=[CH:24][C:23]=2[F:30])=[CH:16][CH:17]=1)(=[NH:10])[NH2:35]. (2) Given the reactants [C:1]([C:3]1[CH:11]=[CH:10][C:6]([C:7]([OH:9])=O)=[CH:5][C:4]=1[CH3:12])#[N:2].S(Cl)(Cl)=O.[O:17]1[CH:21]=[CH:20][CH:19]=[C:18]1[C:22]1[CH:27]=[CH:26][CH:25]=[CH:24][C:23]=1[NH2:28].C(N(CC)CC)C, predict the reaction product. The product is: [C:1]([C:3]1[CH:11]=[CH:10][C:6]([C:7]([NH:28][C:23]2[CH:24]=[CH:25][CH:26]=[CH:27][C:22]=2[C:18]2[O:17][CH:21]=[CH:20][CH:19]=2)=[O:9])=[CH:5][C:4]=1[CH3:12])#[N:2]. (3) Given the reactants C(OC([NH:8][CH2:9][CH2:10][O:11][C:12]1[CH:20]=[C:19]([Cl:21])[CH:18]=[C:17]([F:22])[C:13]=1[C:14]([OH:16])=[O:15])=O)(C)(C)C, predict the reaction product. The product is: [NH2:8][CH2:9][CH2:10][O:11][C:12]1[CH:20]=[C:19]([Cl:21])[CH:18]=[C:17]([F:22])[C:13]=1[C:14]([OH:16])=[O:15]. (4) Given the reactants O.[OH-].[Li+].C([O:6][C:7](=[O:34])[CH2:8][CH:9]1[CH2:14][CH2:13][CH2:12][N:11]([C:15]2[CH:20]=[C:19]([NH:21][CH2:22][CH2:23][C:24]3[CH:29]=[CH:28][C:27]([Cl:30])=[CH:26][C:25]=3[Cl:31])[N:18]=[C:17]([O:32][CH3:33])[N:16]=2)[CH2:10]1)C, predict the reaction product. The product is: [Cl:31][C:25]1[CH:26]=[C:27]([Cl:30])[CH:28]=[CH:29][C:24]=1[CH2:23][CH2:22][NH:21][C:19]1[N:18]=[C:17]([O:32][CH3:33])[N:16]=[C:15]([N:11]2[CH2:12][CH2:13][CH2:14][CH:9]([CH2:8][C:7]([OH:34])=[O:6])[CH2:10]2)[CH:20]=1.